Predict the reactants needed to synthesize the given product. From a dataset of Full USPTO retrosynthesis dataset with 1.9M reactions from patents (1976-2016). (1) The reactants are: [F:1][C:2]1[CH:22]=[CH:21][C:5]([O:6][CH2:7][C:8]2[N:9]=[C:10]3[S:17][C:16]([CH3:18])=[C:15]([CH2:19]O)[N:11]3[C:12](=[O:14])[CH:13]=2)=[CH:4][CH:3]=1.S(Cl)([Cl:25])=O.CN(C)C=O. Given the product [Cl:25][CH2:19][C:15]1[N:11]2[C:12](=[O:14])[CH:13]=[C:8]([CH2:7][O:6][C:5]3[CH:21]=[CH:22][C:2]([F:1])=[CH:3][CH:4]=3)[N:9]=[C:10]2[S:17][C:16]=1[CH3:18], predict the reactants needed to synthesize it. (2) Given the product [CH3:1][O:2][CH2:3][CH2:4][O:5][C:6]1[C:7]([NH:19][C:20]2[S:21][CH:24]=[CH:25][N:22]=2)=[N:8][CH:9]=[C:10]([O:12][C:13]2[CH:18]=[CH:17][CH:16]=[CH:15][CH:14]=2)[CH:11]=1, predict the reactants needed to synthesize it. The reactants are: [CH3:1][O:2][CH2:3][CH2:4][O:5][C:6]1[C:7]([NH:19][C:20]([NH2:22])=[S:21])=[N:8][CH:9]=[C:10]([O:12][C:13]2[CH:18]=[CH:17][CH:16]=[CH:15][CH:14]=2)[CH:11]=1.Cl[CH2:24][CH:25]=O. (3) Given the product [C:8]([C:5]1[CH:4]=[CH:3][C:2]([O:1][CH2:15][CH2:16][CH2:17][C:18]([O:20][CH2:21][CH3:22])=[O:19])=[CH:7][CH:6]=1)(=[O:13])[CH2:9][CH2:10][CH2:11][CH3:12], predict the reactants needed to synthesize it. The reactants are: [OH:1][C:2]1[CH:7]=[CH:6][C:5]([C:8](=[O:13])[CH2:9][CH2:10][CH2:11][CH3:12])=[CH:4][CH:3]=1.Br[CH2:15][CH2:16][CH2:17][C:18]([O:20][CH2:21][CH3:22])=[O:19].C([O-])([O-])=O.[K+].[K+]. (4) Given the product [Cl:1][C:2]1[CH:3]=[C:4]([CH:24]=[CH:25][C:26]=1[Cl:27])[O:5][C:6]1[C:7](=[O:23])[NH:8][C:9](/[CH:16]=[N:30]/[OH:29])=[N:10][C:11]=1[C:12]([F:14])([F:15])[F:13], predict the reactants needed to synthesize it. The reactants are: [Cl:1][C:2]1[CH:3]=[C:4]([CH:24]=[CH:25][C:26]=1[Cl:27])[O:5][C:6]1[C:7](=[O:23])[NH:8][C:9]([CH:16](OCC)OCC)=[N:10][C:11]=1[C:12]([F:15])([F:14])[F:13].[Cl-].[OH:29][NH3+:30]. (5) The reactants are: [CH2:1]([O:3][C:4](=[O:40])[CH2:5][C:6]1[C:14]2[C:9](=[CH:10][C:11]([C:15]3[CH:20]=[C:19]([N+:21]([O-:23])=[O:22])[CH:18]=[C:17]([N+:24]([O-:26])=[O:25])[CH:16]=3)=[CH:12][CH:13]=2)[N:8]([CH2:27][C:28]2[C:29]3[CH:36]=[C:35]([Cl:37])[CH:34]=[C:33]([NH:38][CH3:39])[C:30]=3[S:31][CH:32]=2)[CH:7]=1)[CH3:2].[CH3:41][S:42](Cl)(=[O:44])=[O:43]. Given the product [CH2:1]([O:3][C:4](=[O:40])[CH2:5][C:6]1[C:14]2[C:9](=[CH:10][C:11]([C:15]3[CH:20]=[C:19]([N+:21]([O-:23])=[O:22])[CH:18]=[C:17]([N+:24]([O-:26])=[O:25])[CH:16]=3)=[CH:12][CH:13]=2)[N:8]([CH2:27][C:28]2[C:29]3[CH:36]=[C:35]([Cl:37])[CH:34]=[C:33]([N:38]([S:42]([CH3:41])(=[O:44])=[O:43])[CH3:39])[C:30]=3[S:31][CH:32]=2)[CH:7]=1)[CH3:2], predict the reactants needed to synthesize it. (6) Given the product [Cl:24][C:25]1[CH:30]=[CH:29][C:28]([C:4]([C:6]2[CH:7]=[CH:8][C:9]3[O:13][C:12]([CH2:14][CH2:15][N:16]4[CH2:20][CH2:19][CH2:18][C@H:17]4[CH3:21])=[CH:11][C:10]=3[CH:22]=2)=[O:5])=[CH:27][CH:26]=1, predict the reactants needed to synthesize it. The reactants are: CON(C)[C:4]([C:6]1[CH:7]=[CH:8][C:9]2[O:13][C:12]([CH2:14][CH2:15][N:16]3[CH2:20][CH2:19][CH2:18][C@H:17]3[CH3:21])=[CH:11][C:10]=2[CH:22]=1)=[O:5].[Cl:24][C:25]1[CH:30]=[CH:29][C:28]([Mg]Br)=[CH:27][CH:26]=1. (7) Given the product [CH3:1][CH:2]([CH3:16])[CH2:3][O:4][C:5]1[CH:10]=[C:9]([Br:17])[CH:8]=[CH:7][C:6]=1[O:11][CH2:12][CH:13]([CH3:15])[CH3:14], predict the reactants needed to synthesize it. The reactants are: [CH3:1][CH:2]([CH3:16])[CH2:3][O:4][C:5]1[CH:10]=[CH:9][CH:8]=[CH:7][C:6]=1[O:11][CH2:12][CH:13]([CH3:15])[CH3:14].[Br:17]Br.[O-]S([O-])=O.[Na+].[Na+]. (8) Given the product [O:15]=[S:16]1(=[O:39])[CH2:21][CH2:20][CH:19]([O:22][C:23]2[CH:28]=[C:27]([CH3:29])[C:26]([C:30]3[CH:35]=[CH:34][CH:33]=[C:32]([CH2:36][O:1][C:2]4[CH:3]=[CH:4][C:5]([CH:8]5[CH2:10][CH:9]5[C:11]([O:13][CH3:14])=[O:12])=[CH:6][CH:7]=4)[CH:31]=3)=[C:25]([CH3:38])[CH:24]=2)[CH2:18][CH2:17]1, predict the reactants needed to synthesize it. The reactants are: [OH:1][C:2]1[CH:7]=[CH:6][C:5]([CH:8]2[CH2:10][CH:9]2[C:11]([O:13][CH3:14])=[O:12])=[CH:4][CH:3]=1.[O:15]=[S:16]1(=[O:39])[CH2:21][CH2:20][CH:19]([O:22][C:23]2[CH:28]=[C:27]([CH3:29])[C:26]([C:30]3[CH:35]=[CH:34][CH:33]=[C:32]([CH2:36]O)[CH:31]=3)=[C:25]([CH3:38])[CH:24]=2)[CH2:18][CH2:17]1.C(P(CCCC)CCCC)CCC.N(C(N1CCCCC1)=O)=NC(N1CCCCC1)=O.